From a dataset of Reaction yield outcomes from USPTO patents with 853,638 reactions. Predict the reaction yield, written as a fraction of the theoretical maximum amount of product (1.0 means a 100% yield; for example, 0.34 means a 34% yield). (1) The reactants are C(OC)(OC)(OC)C.[CH2:9]([O:16][C:17]1[CH:36]=[CH:35][C:20]([CH2:21][C@H:22]([NH:27][C:28](=[O:34])[O:29][C:30]([CH3:33])([CH3:32])[CH3:31])[C@H:23](O)[CH2:24][OH:25])=[CH:19][C:18]=1[F:37])[C:10]1[CH:15]=[CH:14][CH:13]=[CH:12][CH:11]=1.C(N(CC)CC)C.C(Br)(=O)C.[OH-].[K+]. The catalyst is C(Cl)Cl.CO.C1(C)C=CC(S([O-])(=O)=O)=CC=1.[NH+]1C=CC=CC=1. The product is [CH2:9]([O:16][C:17]1[CH:36]=[CH:35][C:20]([CH2:21][C@H:22]([NH:27][C:28](=[O:34])[O:29][C:30]([CH3:31])([CH3:33])[CH3:32])[C@H:23]2[CH2:24][O:25]2)=[CH:19][C:18]=1[F:37])[C:10]1[CH:11]=[CH:12][CH:13]=[CH:14][CH:15]=1. The yield is 0.720. (2) The reactants are [I:1][C:2]1[CH:7]=[CH:6][C:5]([OH:8])=[CH:4][CH:3]=1.Br[CH2:10][CH2:11][CH2:12][Cl:13].C(=O)([O-])[O-].[K+].[K+]. The catalyst is CN(C=O)C.C(OCC)C. The product is [Cl:13][CH2:12][CH2:11][CH2:10][O:8][C:5]1[CH:6]=[CH:7][C:2]([I:1])=[CH:3][CH:4]=1. The yield is 0.823. (3) The catalyst is OS(O)(=O)=O. The product is [Cl:1][C:2]1[C:6]([N+:8]([O-:10])=[O:9])=[CH:5][N:4]([CH3:7])[N:3]=1. The reactants are [Cl:1][C:2]1[CH:6]=[CH:5][N:4]([CH3:7])[N:3]=1.[N+:8]([O-])([OH:10])=[O:9]. The yield is 0.540. (4) The reactants are [Cl:1][C:2]1[CH:10]=[CH:9][C:8]([NH:11][C:12]([CH:14]2[CH2:16][CH2:15]2)=[O:13])=[C:7]2[C:3]=1[CH2:4][N:5]([C@@H:18]([C:23]1[CH:28]=[CH:27][C:26]([O:29][CH3:30])=[C:25]([O:31][CH2:32][CH3:33])[CH:24]=1)[CH2:19][C:20](O)=[O:21])[C:6]2=[O:17].C(N1C=CN=C1)(N1C=CN=C1)=O.Cl.[NH2:47][OH:48].O. The catalyst is O1CCCC1. The product is [Cl:1][C:2]1[CH:10]=[CH:9][C:8]([NH:11][C:12]([CH:14]2[CH2:15][CH2:16]2)=[O:13])=[C:7]2[C:3]=1[CH2:4][N:5]([C@@H:18]([C:23]1[CH:28]=[CH:27][C:26]([O:29][CH3:30])=[C:25]([O:31][CH2:32][CH3:33])[CH:24]=1)[CH2:19][C:20](=[O:21])[NH:47][OH:48])[C:6]2=[O:17]. The yield is 0.860. (5) The reactants are S(C)C.[N+:4]([C:7]1[CH:8]=[CH:9][C:10]2[O:15][CH2:14][C:13](=O)[NH:12][C:11]=2[CH:17]=1)([O-:6])=[O:5]. The catalyst is C1COCC1. The product is [N+:4]([C:7]1[CH:8]=[CH:9][C:10]2[O:15][CH2:14][CH2:13][NH:12][C:11]=2[CH:17]=1)([O-:6])=[O:5]. The yield is 0.890. (6) The reactants are [CH3:1][C:2]1[CH:7]=[CH:6][CH:5]=[C:4]([N+:8]([O-:10])=[O:9])[C:3]=1[NH:11][CH:12]=[O:13].C(=O)([O-])[O-].[K+].[K+].[I-].[K+].Br[CH2:23][C:24]([O:26][CH2:27][CH3:28])=[O:25]. The catalyst is CN(C)C=O. The product is [CH:12]([N:11]([C:3]1[C:4]([N+:8]([O-:10])=[O:9])=[CH:5][CH:6]=[CH:7][C:2]=1[CH3:1])[CH2:23][C:24]([O:26][CH2:27][CH3:28])=[O:25])=[O:13]. The yield is 0.630.